This data is from Full USPTO retrosynthesis dataset with 1.9M reactions from patents (1976-2016). The task is: Predict the reactants needed to synthesize the given product. (1) Given the product [CH2:13]([O:15][C:16](=[O:34])[CH:17]([CH2:19][C:20]1[CH:21]=[N:22][C:23]([NH:26][C:27]([O:29][C:30]([CH3:31])([CH3:33])[CH3:32])=[O:28])=[CH:24][CH:25]=1)[CH2:18][P:10]([OH:11])([CH2:9][CH2:8][CH2:7][C:1]1[CH:6]=[CH:5][CH:4]=[CH:3][CH:2]=1)=[O:12])[CH3:14], predict the reactants needed to synthesize it. The reactants are: [C:1]1([CH2:7][CH2:8][CH2:9][PH:10](=[O:12])[OH:11])[CH:6]=[CH:5][CH:4]=[CH:3][CH:2]=1.[CH2:13]([O:15][C:16](=[O:34])[C:17]([CH2:19][C:20]1[CH:21]=[N:22][C:23]([NH:26][C:27]([O:29][C:30]([CH3:33])([CH3:32])[CH3:31])=[O:28])=[CH:24][CH:25]=1)=[CH2:18])[CH3:14]. (2) Given the product [Cl:1][C:2]1[CH:7]=[CH:6][C:5]([C:8]2[CH:13]=[CH:12][C:11]([NH:14][C:15]([NH:17][C:18]3[CH:19]=[CH:20][C:21]([O:24][C:25]4[CH:30]=[CH:29][N:28]=[C:27]([NH:31][CH2:32][CH2:33][CH2:34][CH2:35][N:36]([CH3:38])[CH3:37])[N:26]=4)=[CH:22][CH:23]=3)=[O:16])=[CH:10][C:9]=2[C:40]([F:42])([F:41])[F:43])=[CH:4][CH:3]=1, predict the reactants needed to synthesize it. The reactants are: [Cl:1][C:2]1[CH:7]=[CH:6][C:5]([C:8]2[CH:13]=[CH:12][C:11]([NH:14][C:15]([NH:17][C:18]3[CH:23]=[CH:22][C:21]([O:24][C:25]4[CH:30]=[CH:29][N:28]=[C:27]([NH:31][CH2:32][CH2:33][CH2:34][CH2:35][N:36]([CH3:38])[CH3:37])[N:26]=4)=[CH:20][C:19]=3C)=[O:16])=[CH:10][C:9]=2[C:40]([F:43])([F:42])[F:41])=[CH:4][CH:3]=1.NC1C=CC(OC2C=CN=C(NCCCCN(C)C)N=2)=CC=1. (3) Given the product [O:16]1[CH2:17][CH2:18][N:13]([C:2]2[CH:9]=[CH:8][C:5]([C:6]#[N:7])=[C:4]([N+:10]([O-:12])=[O:11])[CH:3]=2)[CH2:14][CH2:15]1, predict the reactants needed to synthesize it. The reactants are: Cl[C:2]1[CH:9]=[CH:8][C:5]([C:6]#[N:7])=[C:4]([N+:10]([O-:12])=[O:11])[CH:3]=1.[NH:13]1[CH2:18][CH2:17][O:16][CH2:15][CH2:14]1. (4) Given the product [OH:2][CH2:3][CH:4]1[O:9][CH2:8][CH2:7][N:6]([C:10]2[N:11]=[C:12]([CH2:17][C:18]([N:35]3[C:36]4[C:41](=[CH:40][CH:39]=[CH:38][CH:37]=4)[CH2:42][C@@H:34]3[CH3:33])=[O:20])[NH:13][C:14](=[O:16])[CH:15]=2)[CH2:5]1, predict the reactants needed to synthesize it. The reactants are: [Na].[OH:2][CH2:3][CH:4]1[O:9][CH2:8][CH2:7][N:6]([C:10]2[N:11]=[C:12]([CH2:17][C:18]([OH:20])=O)[NH:13][C:14](=[O:16])[CH:15]=2)[CH2:5]1.Cl.CN(C)CCCN=C=NCC.[CH3:33][C@H:34]1[CH2:42][C:41]2[C:36](=[CH:37][CH:38]=[CH:39][CH:40]=2)[NH:35]1. (5) Given the product [CH2:15]([NH:22][C:2]1[C:10]2[C:9]3[CH2:11][NH:12][CH2:13][CH2:14][C:8]=3[NH:7][C:6]=2[N:5]=[CH:4][CH:3]=1)[C:16]1[CH:21]=[CH:20][CH:19]=[CH:18][CH:17]=1, predict the reactants needed to synthesize it. The reactants are: Cl[C:2]1[C:10]2[C:9]3[CH2:11][NH:12][CH2:13][CH2:14][C:8]=3[NH:7][C:6]=2[N:5]=[CH:4][CH:3]=1.[CH2:15]([NH2:22])[C:16]1[CH:21]=[CH:20][CH:19]=[CH:18][CH:17]=1.CC(C1C=C(C(C)C)C(C2C=CC=CC=2P(C2CCCCC2)C2CCCCC2)=C(C(C)C)C=1)C.[OH-].[K+].